This data is from NCI-60 drug combinations with 297,098 pairs across 59 cell lines. The task is: Regression. Given two drug SMILES strings and cell line genomic features, predict the synergy score measuring deviation from expected non-interaction effect. (1) Drug 1: C1C(C(OC1N2C=C(C(=O)NC2=O)F)CO)O. Drug 2: CC1=C(C=C(C=C1)NC(=O)C2=CC=C(C=C2)CN3CCN(CC3)C)NC4=NC=CC(=N4)C5=CN=CC=C5. Cell line: SN12C. Synergy scores: CSS=23.0, Synergy_ZIP=-9.95, Synergy_Bliss=-8.27, Synergy_Loewe=-65.6, Synergy_HSA=-5.85. (2) Drug 1: CC1=C(C=C(C=C1)NC(=O)C2=CC=C(C=C2)CN3CCN(CC3)C)NC4=NC=CC(=N4)C5=CN=CC=C5. Drug 2: CC1C(C(CC(O1)OC2CC(CC3=C2C(=C4C(=C3O)C(=O)C5=CC=CC=C5C4=O)O)(C(=O)C)O)N)O. Cell line: SNB-75. Synergy scores: CSS=44.8, Synergy_ZIP=2.26, Synergy_Bliss=2.66, Synergy_Loewe=-37.8, Synergy_HSA=2.76. (3) Drug 1: C1=CC=C(C(=C1)C(C2=CC=C(C=C2)Cl)C(Cl)Cl)Cl. Synergy scores: CSS=-8.56, Synergy_ZIP=2.98, Synergy_Bliss=-2.33, Synergy_Loewe=-5.03, Synergy_HSA=-7.79. Cell line: LOX IMVI. Drug 2: COC1=C2C(=CC3=C1OC=C3)C=CC(=O)O2. (4) Drug 1: CCC1=C2CN3C(=CC4=C(C3=O)COC(=O)C4(CC)O)C2=NC5=C1C=C(C=C5)O. Drug 2: C1=CC=C(C(=C1)C(C2=CC=C(C=C2)Cl)C(Cl)Cl)Cl. Cell line: NCI/ADR-RES. Synergy scores: CSS=14.9, Synergy_ZIP=-5.67, Synergy_Bliss=-4.55, Synergy_Loewe=-90.4, Synergy_HSA=-2.97. (5) Drug 1: CN(CC1=CN=C2C(=N1)C(=NC(=N2)N)N)C3=CC=C(C=C3)C(=O)NC(CCC(=O)O)C(=O)O. Drug 2: CCC(=C(C1=CC=CC=C1)C2=CC=C(C=C2)OCCN(C)C)C3=CC=CC=C3.C(C(=O)O)C(CC(=O)O)(C(=O)O)O. Cell line: MOLT-4. Synergy scores: CSS=30.5, Synergy_ZIP=0.454, Synergy_Bliss=-1.59, Synergy_Loewe=-48.2, Synergy_HSA=-6.95.